Dataset: Reaction yield outcomes from USPTO patents with 853,638 reactions. Task: Predict the reaction yield, written as a fraction of the theoretical maximum amount of product (1.0 means a 100% yield; for example, 0.34 means a 34% yield). (1) The catalyst is CC(C)=O. The yield is 0.600. The product is [C:1]([O:5][C:6]([N:8]1[C:16]2[C:11](=[CH:12][C:13]([O:17][CH2:28][CH2:27][CH2:26][CH2:25][Br:24])=[CH:14][CH:15]=2)[CH2:10][CH2:9]1)=[O:7])([CH3:4])([CH3:2])[CH3:3]. The reactants are [C:1]([O:5][C:6]([N:8]1[C:16]2[C:11](=[CH:12][C:13]([OH:17])=[CH:14][CH:15]=2)[CH2:10][CH2:9]1)=[O:7])([CH3:4])([CH3:3])[CH3:2].C([O-])([O-])=O.[K+].[K+].[Br:24][CH2:25][CH2:26][CH2:27][CH2:28]Br. (2) The reactants are [CH3:1][C:2]1[C:6]([C:7]2[CH:16]=[C:15]3[C:10]([C:11]([NH:18][CH:19]([CH3:23])[CH2:20][O:21][CH3:22])=[C:12]([NH2:17])[CH:13]=[N:14]3)=[CH:9][C:8]=2[O:24][CH3:25])=[C:5]([CH3:26])[O:4][N:3]=1.[N:27]([CH2:30][CH2:31][NH:32]C(=O)OC(C)(C)C)=[C:28]=S.C(O)(C(F)(F)F)=O. The catalyst is C(Cl)Cl. The product is [CH3:1][C:2]1[C:6]([C:7]2[C:8]([O:24][CH3:25])=[CH:9][C:10]3[C:11]4[N:18]([CH:19]([CH3:23])[CH2:20][O:21][CH3:22])[C:28]([NH:27][CH2:30][CH2:31][NH2:32])=[N:17][C:12]=4[CH:13]=[N:14][C:15]=3[CH:16]=2)=[C:5]([CH3:26])[O:4][N:3]=1. The yield is 0.0400.